Dataset: Cav3 T-type calcium channel HTS with 100,875 compounds. Task: Binary Classification. Given a drug SMILES string, predict its activity (active/inactive) in a high-throughput screening assay against a specified biological target. (1) The compound is S(c1nc(N2CCCC2)c2c(CC(OC2)(C)C)c1C#N)C(C)C. The result is 0 (inactive). (2) The compound is o1c(C(=O)NCc2ccc(cc2)C)ccc1[N+]([O-])=O. The result is 0 (inactive). (3) The drug is S1(=O)(=O)CC(C(C1)C(C(OCC)=O)C(OCC)=O)C(C(OCC)=O)C(OCC)=O. The result is 0 (inactive). (4) The drug is FC(F)(F)c1[nH]c(n2[nH]c3c(CCCC3)c2=O)nc(=O)c1. The result is 0 (inactive). (5) The molecule is O(CCCN1CCCCC1)c1cc(OC)ccc1. The result is 0 (inactive). (6) The drug is O=C(c1n(c(c(c1N)C#N)C)Cc1ccccc1)c1ccccc1. The result is 0 (inactive). (7) The drug is Clc1c(OCC)cc(S(=O)(=O)N2CCN(CC2)CC)cc1. The result is 0 (inactive).